From a dataset of Reaction yield outcomes from USPTO patents with 853,638 reactions. Predict the reaction yield, written as a fraction of the theoretical maximum amount of product (1.0 means a 100% yield; for example, 0.34 means a 34% yield). (1) The reactants are N1(CCCO[C:10]2[CH:15]=[CH:14][C:13]([N+:16]([O-])=O)=[CH:12][CH:11]=2)CCCC1.C(OC)(C)(C)C.C(O)=O.[C:28]1([CH3:38])[CH:33]=[CH:32][C:31]([S:34]([OH:37])(=[O:36])=[O:35])=[CH:30][CH:29]=1. The catalyst is CO. The product is [C:28]1([CH3:38])[CH:29]=[CH:30][C:31]([S:34]([OH:37])(=[O:35])=[O:36])=[CH:32][CH:33]=1.[C:28]1([CH3:38])[CH:29]=[CH:30][C:31]([S:34]([OH:37])(=[O:35])=[O:36])=[CH:32][CH:33]=1.[NH2:16][C:13]1[CH:14]=[CH:15][CH:10]=[CH:11][CH:12]=1. The yield is 0.998. (2) The reactants are [C:1]([O:9][C@@H:10]1[C@H:14]([CH2:15][O:16][C:17](=[O:24])[C:18]2[CH:23]=[CH:22][CH:21]=[CH:20][CH:19]=2)[O:13][C@H:12]([N:25]2[CH:33]=[N:32][C:31]3[C:26]2=[N:27][CH:28]=[N:29][C:30]=3[NH2:34])[CH2:11]1)(=[O:8])[C:2]1[CH:7]=[CH:6][CH:5]=[CH:4][CH:3]=1.[CH3:35][O:36][C:37]1[CH:56]=[CH:55][C:40]([C:41](Cl)([C:48]2[CH:53]=[CH:52][CH:51]=[CH:50][CH:49]=2)[C:42]2[CH:47]=[CH:46][CH:45]=[CH:44][CH:43]=2)=[CH:39][CH:38]=1.CO. The catalyst is N1C=CC=CC=1. The product is [CH3:35][O:36][C:37]1[CH:56]=[CH:55][C:40]([C:41]([NH:34][C:30]2[N:29]=[CH:28][N:27]=[C:26]3[C:31]=2[N:32]=[CH:33][N:25]3[C@H:12]2[O:13][C@@H:14]([CH2:15][O:16][C:17](=[O:24])[C:18]3[CH:23]=[CH:22][CH:21]=[CH:20][CH:19]=3)[C@@H:10]([O:9][C:1](=[O:8])[C:2]3[CH:3]=[CH:4][CH:5]=[CH:6][CH:7]=3)[CH2:11]2)([C:42]2[CH:43]=[CH:44][CH:45]=[CH:46][CH:47]=2)[C:48]2[CH:53]=[CH:52][CH:51]=[CH:50][CH:49]=2)=[CH:39][CH:38]=1. The yield is 0.720.